This data is from Forward reaction prediction with 1.9M reactions from USPTO patents (1976-2016). The task is: Predict the product of the given reaction. (1) The product is: [F:1][CH:2]([F:24])[O:3][C:4]1[CH:9]=[CH:8][C:7]([N:10]2[CH:15]=[CH:14][C:13](=[O:16])[C:12]([C:17]3[N:35]([C:31]4[CH:32]=[CH:33][CH:34]=[C:29]([S:26]([CH3:25])(=[O:28])=[O:27])[CH:30]=4)[N:20]=[CH:19][CH:18]=3)=[N:11]2)=[CH:6][CH:5]=1. Given the reactants [F:1][CH:2]([F:24])[O:3][C:4]1[CH:9]=[CH:8][C:7]([N:10]2[CH:15]=[CH:14][C:13](=[O:16])[C:12]([C:17](=O)/[CH:18]=[CH:19]/[N:20](C)C)=[N:11]2)=[CH:6][CH:5]=1.[CH3:25][S:26]([C:29]1[CH:30]=[C:31]([NH:35]N)[CH:32]=[CH:33][CH:34]=1)(=[O:28])=[O:27], predict the reaction product. (2) Given the reactants [CH3:1][C:2]1[CH:3]=[C:4]([CH:8]=[CH:9][C:10]=1[B:11]1[O:15][C:14]([CH3:17])([CH3:16])[C:13]([CH3:19])([CH3:18])[O:12]1)[C:5]([OH:7])=[O:6].S(Cl)(Cl)=O.[CH3:24]O, predict the reaction product. The product is: [CH3:1][C:2]1[CH:3]=[C:4]([CH:8]=[CH:9][C:10]=1[B:11]1[O:15][C:14]([CH3:17])([CH3:16])[C:13]([CH3:19])([CH3:18])[O:12]1)[C:5]([O:7][CH3:24])=[O:6]. (3) Given the reactants [Si:1]([O:8][CH2:9][CH:10]([C:14]1[CH:19]=[CH:18][C:17]([F:20])=[C:16]([Cl:21])[CH:15]=1)[CH2:11][CH:12]=[O:13])([C:4]([CH3:7])([CH3:6])[CH3:5])([CH3:3])[CH3:2].CC(=CC)C.C1C[O:30]CC1.[O-]Cl=O.[Na+], predict the reaction product. The product is: [Si:1]([O:8][CH2:9][CH:10]([C:14]1[CH:19]=[CH:18][C:17]([F:20])=[C:16]([Cl:21])[CH:15]=1)[CH2:11][C:12]([OH:30])=[O:13])([C:4]([CH3:6])([CH3:7])[CH3:5])([CH3:3])[CH3:2]. (4) Given the reactants CCOCC.Br[C:7]1[CH:12]=[CH:11][C:10]([N:13]([C:20]2[CH:25]=[CH:24][CH:23]=[CH:22][CH:21]=2)[C:14]2[CH:19]=[CH:18][CH:17]=[CH:16][CH:15]=2)=[CH:9][CH:8]=1.[CH2:26]([Li])[CH2:27][CH2:28]C.C(Br)C=C, predict the reaction product. The product is: [CH2:28]([C:7]1[CH:12]=[CH:11][C:10]([N:13]([C:20]2[CH:25]=[CH:24][CH:23]=[CH:22][CH:21]=2)[C:14]2[CH:19]=[CH:18][CH:17]=[CH:16][CH:15]=2)=[CH:9][CH:8]=1)[CH:27]=[CH2:26]. (5) The product is: [Br:1][C:2]1[S:3][CH:4]=[CH:5][C:6]=1[C:7]([O:9][CH3:10])=[O:8]. Given the reactants [Br:1][C:2]1[S:3][CH:4]=[CH:5][C:6]=1[C:7]([OH:9])=[O:8].[C:10](Cl)(=O)C(Cl)=O, predict the reaction product.